This data is from Full USPTO retrosynthesis dataset with 1.9M reactions from patents (1976-2016). The task is: Predict the reactants needed to synthesize the given product. (1) The reactants are: F[C:2](F)(F)C(O)=O.[Cl:8][C:9]1[CH:17]=[CH:16][CH:15]=[C:14]2[C:10]=1[CH:11]=[C:12]([C:18]([NH:20][C@H:21]1[CH2:25][CH2:24][NH:23][CH2:22]1)=[O:19])[NH:13]2.N. Given the product [Cl:8][C:9]1[CH:17]=[CH:16][CH:15]=[C:14]2[C:10]=1[CH:11]=[C:12]([C:18]([NH:20][C@H:21]1[CH2:25][CH2:24][N:23]([CH3:2])[CH2:22]1)=[O:19])[NH:13]2, predict the reactants needed to synthesize it. (2) Given the product [Cl:29][C:26]1[CH:27]=[CH:28][C:11]2[N:10]3[C:30]([C:33]([F:36])([F:35])[F:34])=[N:31][N:32]=[C:9]3[C@@H:8]([CH2:7][CH2:6][C:37]#[N:38])[S:14][C@H:13]([C:15]3[CH:20]=[CH:19][CH:18]=[C:17]([O:21][CH3:22])[C:16]=3[O:23][CH3:24])[C:12]=2[CH:25]=1, predict the reactants needed to synthesize it. The reactants are: CS(O[CH2:6][CH2:7][C@H:8]1[S:14][C@H:13]([C:15]2[CH:20]=[CH:19][CH:18]=[C:17]([O:21][CH3:22])[C:16]=2[O:23][CH3:24])[C:12]2[CH:25]=[C:26]([Cl:29])[CH:27]=[CH:28][C:11]=2[N:10]2[C:30]([C:33]([F:36])([F:35])[F:34])=[N:31][N:32]=[C:9]12)(=O)=O.[C-:37]#[N:38].[Na+].O. (3) Given the product [C:1]([C:4]1[CH:5]=[C:6]2[C:10](=[CH:11][CH:12]=1)[NH:9][CH:8]=[C:7]2[CH2:20][CH2:21][NH:22][C:23](=[O:38])[C:24]1[CH:29]=[CH:28][C:27]([CH2:30][C:31]2[CH:36]=[CH:35][CH:34]=[C:33]([F:37])[CH:32]=2)=[CH:26][CH:25]=1)(=[O:3])[CH3:2], predict the reactants needed to synthesize it. The reactants are: [C:1]([C:4]1[CH:5]=[C:6]2[C:10](=[CH:11][CH:12]=1)[NH:9][C:8]([Si](CC)(CC)CC)=[C:7]2[CH2:20][CH2:21][NH:22][C:23](=[O:38])[C:24]1[CH:29]=[CH:28][C:27]([CH2:30][C:31]2[CH:36]=[CH:35][CH:34]=[C:33]([F:37])[CH:32]=2)=[CH:26][CH:25]=1)(=[O:3])[CH3:2]. (4) Given the product [Cl:17][C:4]1[N:3]=[C:2]2[S:27][C:9]([C:10]3[CH:15]=[CH:14][CH:13]=[CH:12][CH:11]=3)=[N:8][C:7]2=[CH:6][CH:5]=1, predict the reactants needed to synthesize it. The reactants are: Cl[C:2]1[C:7]([NH:8][C:9](=O)[C:10]2[CH:15]=[CH:14][CH:13]=[CH:12][CH:11]=2)=[CH:6][CH:5]=[C:4]([Cl:17])[N:3]=1.COC1C=CC(P2(SP(C3C=CC(OC)=CC=3)(=S)S2)=[S:27])=CC=1.C1(C)C=CC=CC=1.C([O-])([O-])=O.[K+].[K+]. (5) Given the product [Cl:3][C:4]1[CH:5]=[CH:6][C:7]([C:10]2[CH:15]=[CH:14][C:13]([C:16]([NH:18][CH2:19][CH2:20][C:21]3[CH:30]=[CH:29][C:24]([C:25]([OH:27])=[O:26])=[CH:23][N:22]=3)=[O:17])=[CH:12][CH:11]=2)=[CH:8][CH:9]=1, predict the reactants needed to synthesize it. The reactants are: [OH-].[Na+].[Cl:3][C:4]1[CH:9]=[CH:8][C:7]([C:10]2[CH:15]=[CH:14][C:13]([C:16]([NH:18][CH2:19][CH2:20][C:21]3[CH:30]=[CH:29][C:24]([C:25]([O:27]C)=[O:26])=[CH:23][N:22]=3)=[O:17])=[CH:12][CH:11]=2)=[CH:6][CH:5]=1.Cl. (6) Given the product [Br:11][CH2:8][C:7]1[CH:6]=[CH:5][N:4]=[CH:3][C:2]=1[F:1], predict the reactants needed to synthesize it. The reactants are: [F:1][C:2]1[CH:3]=[N:4][CH:5]=[CH:6][C:7]=1[CH2:8]O.P(Br)(Br)[Br:11].O.